The task is: Predict the reaction yield, written as a fraction of the theoretical maximum amount of product (1.0 means a 100% yield; for example, 0.34 means a 34% yield).. This data is from Reaction yield outcomes from USPTO patents with 853,638 reactions. (1) The reactants are [F:1][C:2]([F:14])([F:13])[C:3]1[CH:12]=[CH:11][C:6]2[N:7]=[C:8]([NH2:10])[S:9][C:5]=2[CH:4]=1.[F:15][C:16]1[CH:17]=[C:18]([CH:22]=[C:23]([C:25]([F:28])([F:27])[F:26])[CH:24]=1)[C:19](Cl)=[O:20].Br[CH:30]([CH2:35][CH3:36])[C:31]([O:33]C)=[O:32].COC1C=CC2N=C(N)SC=2C=1.ClC1C=C(C=CC=1)C(Cl)=O.BrCC(OCC)=O. No catalyst specified. The product is [F:15][C:16]1[CH:17]=[C:18]([CH:22]=[C:23]([C:25]([F:28])([F:27])[F:26])[CH:24]=1)[C:19]([N:10]=[C:8]1[N:7]([CH:30]([CH2:35][CH3:36])[C:31]([OH:33])=[O:32])[C:6]2[CH:11]=[CH:12][C:3]([C:2]([F:1])([F:13])[F:14])=[CH:4][C:5]=2[S:9]1)=[O:20]. The yield is 0.160. (2) The reactants are [O:1]1[C:5]2[CH:6]=[CH:7][CH:8]=[CH:9][C:4]=2[CH:3]=[C:2]1[C:10]([CH:12]1[CH2:17][CH2:16][CH2:15][CH2:14][N:13]1C(OC(C)(C)C)=O)=O.O.NN.[OH-].[K+].O. The catalyst is C(O)COCCO. The product is [O:1]1[C:5]2[CH:6]=[CH:7][CH:8]=[CH:9][C:4]=2[CH:3]=[C:2]1[CH2:10][CH:12]1[CH2:17][CH2:16][CH2:15][CH2:14][NH:13]1. The yield is 0.360. (3) The reactants are [F:1][C:2]1[CH:8]=[CH:7][C:6]([O:9][C:10]([F:13])([F:12])[F:11])=[CH:5][C:3]=1[NH2:4].[Br:14]N1C(=O)CCC1=O. The catalyst is CN(C=O)C. The product is [Br:14][C:7]1[C:6]([O:9][C:10]([F:11])([F:12])[F:13])=[CH:5][C:3]([NH2:4])=[C:2]([F:1])[CH:8]=1. The yield is 0.700. (4) The reactants are [CH:1]([C:4]1[CH:9]=[CH:8][C:7]([CH:10]2[C:14]3[C:15]([CH3:20])=[CH:16][C:17]([CH3:19])=[CH:18][C:13]=3[O:12][CH2:11]2)=[CH:6][CH:5]=1)([CH3:3])[CH3:2].[Br:21]N1C(=O)CCC1=O. The catalyst is C(#N)C. The product is [Br:21][C:16]1[C:17]([CH3:19])=[CH:18][C:13]2[O:12][CH2:11][CH:10]([C:7]3[CH:8]=[CH:9][C:4]([CH:1]([CH3:3])[CH3:2])=[CH:5][CH:6]=3)[C:14]=2[C:15]=1[CH3:20]. The yield is 0.820. (5) The reactants are [C:1]([C@@H:3]([N:11]([CH3:19])[C:12](=[O:18])[O:13][C:14]([CH3:17])([CH3:16])[CH3:15])[CH2:4][C@H:5]1[CH2:10][CH2:9][CH2:8][O:7][CH2:6]1)#[N:2].CO.C(Cl)Cl.[O-][Mn](=O)(=O)=O.[K+]. The catalyst is N.CO.[Ni]. The product is [NH2:2][CH2:1][C@@H:3]([N:11]([CH3:19])[C:12](=[O:18])[O:13][C:14]([CH3:15])([CH3:17])[CH3:16])[CH2:4][C@H:5]1[CH2:10][CH2:9][CH2:8][O:7][CH2:6]1. The yield is 0.920. (6) The reactants are [CH3:1][C:2]([C:5]1[CH:13]=[C:9]([C:10]([OH:12])=O)[C:8]([OH:14])=[CH:7][CH:6]=1)([CH3:4])[CH3:3].[F:15][C:16]([F:29])([F:28])[C:17]1[CH:18]=[C:19]([CH:21]=[C:22]([C:24]([F:27])([F:26])[F:25])[CH:23]=1)[NH2:20]. No catalyst specified. The product is [F:15][C:16]([F:28])([F:29])[C:17]1[CH:18]=[C:19]([NH:20][C:10](=[O:12])[C:9]2[CH:13]=[C:5]([C:2]([CH3:1])([CH3:3])[CH3:4])[CH:6]=[CH:7][C:8]=2[OH:14])[CH:21]=[C:22]([C:24]([F:25])([F:27])[F:26])[CH:23]=1. The yield is 0.538. (7) The reactants are [CH:1]1([N:4]([C:12]2[N:17]3[N:18]=[CH:19][C:20]([CH:21]=[O:22])=[C:16]3[N:15]=[C:14]([C:23]3[CH:27]=[C:26]([CH2:28][OH:29])[S:25][CH:24]=3)[CH:13]=2)C(=O)OC(C)(C)C)[CH2:3][CH2:2]1.[F:30][C:31]([F:36])([F:35])[C:32]([OH:34])=[O:33]. The catalyst is ClCCl. The product is [F:30][C:31]([F:36])([F:35])[C:32]([OH:34])=[O:33].[CH:1]1([NH:4][C:12]2[N:17]3[N:18]=[CH:19][C:20]([CH:21]=[O:22])=[C:16]3[N:15]=[C:14]([C:23]3[CH:27]=[C:26]([CH2:28][OH:29])[S:25][CH:24]=3)[CH:13]=2)[CH2:3][CH2:2]1. The yield is 0.230. (8) The reactants are Br[C:2]1[CH:16]=[CH:15][C:5]([CH2:6][N:7]2[CH2:11][C:10](=[O:12])[N:9]([CH3:13])[C:8]2=[O:14])=[CH:4][CH:3]=1.[B:17]1([B:17]2[O:21][C:20]([CH3:23])([CH3:22])[C:19]([CH3:25])([CH3:24])[O:18]2)[O:21][C:20]([CH3:23])([CH3:22])[C:19]([CH3:25])([CH3:24])[O:18]1.C([O-])(=O)C.[K+]. The catalyst is O1CCOCC1. The product is [CH3:13][N:9]1[C:10](=[O:12])[CH2:11][N:7]([CH2:6][C:5]2[CH:15]=[CH:16][C:2]([B:17]3[O:21][C:20]([CH3:23])([CH3:22])[C:19]([CH3:25])([CH3:24])[O:18]3)=[CH:3][CH:4]=2)[C:8]1=[O:14]. The yield is 0.790. (9) The reactants are Br[C:2]1[C:3]([O:18][C:19]2[CH:24]=[CH:23][CH:22]=[CH:21][CH:20]=2)=[C:4]2[C:9](=[CH:10][CH:11]=1)[N:8]([C:12]([CH:14]1[CH2:16][CH2:15]1)=[O:13])[C@@H:7]([CH3:17])[CH2:6][CH2:5]2.[NH:25]1[CH:29]=[CH:28][CH:27]=[N:26]1.C(=O)([O-])[O-].[Cs+].[Cs+]. The catalyst is CN(C)C=O.O.[Cu-]=O. The product is [CH:14]1([C:12]([N:8]2[C:9]3[C:4](=[C:3]([O:18][C:19]4[CH:24]=[CH:23][CH:22]=[CH:21][CH:20]=4)[C:2]([N:25]4[CH:29]=[CH:28][CH:27]=[N:26]4)=[CH:11][CH:10]=3)[CH2:5][CH2:6][C@@H:7]2[CH3:17])=[O:13])[CH2:16][CH2:15]1. The yield is 0.170.